Dataset: Forward reaction prediction with 1.9M reactions from USPTO patents (1976-2016). Task: Predict the product of the given reaction. (1) Given the reactants [ClH:1].[N:2]12[CH2:9][CH2:8][CH:5]([CH2:6][CH2:7]1)[C@@H:4]([NH:10][C:11]([C:13]1[S:14][C:15]3[C:21]([C:22]4[CH:23]=[C:24]([CH:28]=[CH:29][CH:30]=4)[C:25]([OH:27])=O)=[CH:20][CH:19]=[CH:18][C:16]=3[CH:17]=1)=[O:12])[CH2:3]2.[CH3:31][O:32][CH2:33][CH2:34][CH2:35][NH2:36], predict the reaction product. The product is: [ClH:1].[N:2]12[CH2:9][CH2:8][CH:5]([CH2:6][CH2:7]1)[C@@H:4]([NH:10][C:11]([C:13]1[S:14][C:15]3[C:21]([C:22]4[CH:30]=[CH:29][CH:28]=[C:24]([C:25]([NH:36][CH2:35][CH2:34][CH2:33][O:32][CH3:31])=[O:27])[CH:23]=4)=[CH:20][CH:19]=[CH:18][C:16]=3[CH:17]=1)=[O:12])[CH2:3]2. (2) Given the reactants C[O:2][C:3]1[N:4]=[N:5][C:6]([C:31]2[CH:36]=[CH:35][N:34]=[CH:33][CH:32]=2)=[CH:7][C:8]=1[C:9]1[NH:10][C:11]2[C:16]([C:17]=1[C:18]1[CH:23]=[CH:22][CH:21]=[CH:20][CH:19]=1)=[CH:15][CH:14]=[C:13]([CH2:24][N:25]1[CH2:30][CH2:29][CH2:28][CH2:27][CH2:26]1)[CH:12]=2.[OH-].[Na+], predict the reaction product. The product is: [C:18]1([C:17]2[C:16]3[C:11](=[CH:12][C:13]([CH2:24][N:25]4[CH2:30][CH2:29][CH2:28][CH2:27][CH2:26]4)=[CH:14][CH:15]=3)[NH:10][C:9]=2[C:8]2[C:3](=[O:2])[NH:4][N:5]=[C:6]([C:31]3[CH:36]=[CH:35][N:34]=[CH:33][CH:32]=3)[CH:7]=2)[CH:23]=[CH:22][CH:21]=[CH:20][CH:19]=1. (3) Given the reactants C([O:3][C:4]([C:6]1[CH:11]=[CH:10][N:9]=[N:8][C:7]=1[CH3:12])=[O:5])C.[Li+].[OH-], predict the reaction product. The product is: [CH3:12][C:7]1[N:8]=[N:9][CH:10]=[CH:11][C:6]=1[C:4]([OH:5])=[O:3]. (4) The product is: [CH2:33]([NH:40][C:22](=[O:23])[C:21]1[CH:25]=[CH:26][C:18]([CH2:17][N:14]2[C:12]3[N:13]=[C:8]([C:4]4[CH:5]=[CH:6][CH:7]=[C:2]([OH:1])[CH:3]=4)[N:9]=[C:10]([N:27]4[CH2:28][CH2:29][O:30][CH2:31][CH2:32]4)[C:11]=3[N:16]=[N:15]2)=[CH:19][CH:20]=1)[C:34]1[CH:39]=[CH:38][CH:37]=[CH:36][CH:35]=1. Given the reactants [OH:1][C:2]1[CH:3]=[C:4]([C:8]2[N:9]=[C:10]([N:27]3[CH2:32][CH2:31][O:30][CH2:29][CH2:28]3)[C:11]3[N:16]=[N:15][N:14]([CH2:17][C:18]4[CH:26]=[CH:25][C:21]([C:22](O)=[O:23])=[CH:20][CH:19]=4)[C:12]=3[N:13]=2)[CH:5]=[CH:6][CH:7]=1.[CH2:33]([NH2:40])[C:34]1[CH:39]=[CH:38][CH:37]=[CH:36][CH:35]=1, predict the reaction product. (5) Given the reactants Br[C:2]1[CH:3]=[CH:4][C:5]([NH:13][C:14]2[C:19]([C:20]([F:23])([F:22])[F:21])=[CH:18][N:17]=[C:16]([NH:24][C:25]3[CH:39]=[CH:38][C:28]([CH2:29][P:30](=[O:37])([O:34][CH2:35][CH3:36])[O:31][CH2:32][CH3:33])=[CH:27][CH:26]=3)[N:15]=2)=[C:6]2[C:10]=1[CH2:9][N:8]([CH3:11])[C:7]2=[O:12].[C:40]([O:44][C:45](=[O:53])[CH2:46][N:47]1[CH2:52][CH2:51][NH:50][CH2:49][CH2:48]1)([CH3:43])([CH3:42])[CH3:41], predict the reaction product. The product is: [CH2:35]([O:34][P:30]([CH2:29][C:28]1[CH:27]=[CH:26][C:25]([NH:24][C:16]2[N:15]=[C:14]([NH:13][C:5]3[CH:4]=[CH:3][C:2]([N:50]4[CH2:49][CH2:48][N:47]([CH2:46][C:45]([O:44][C:40]([CH3:43])([CH3:42])[CH3:41])=[O:53])[CH2:52][CH2:51]4)=[C:10]4[C:6]=3[C:7](=[O:12])[N:8]([CH3:11])[CH2:9]4)[C:19]([C:20]([F:21])([F:22])[F:23])=[CH:18][N:17]=2)=[CH:39][CH:38]=1)([O:31][CH2:32][CH3:33])=[O:37])[CH3:36]. (6) Given the reactants [OH:1][CH:2]1[CH2:6][CH2:5][N:4]([C:7]([O:9][C:10]([CH3:13])([CH3:12])[CH3:11])=[O:8])[CH2:3]1.O[N:15]1[C:19](=[O:20])[C:18]2=[CH:21][CH:22]=[CH:23][CH:24]=[C:17]2[C:16]1=[O:25].C1(P(C2C=CC=CC=2)C2C=CC=CC=2)C=CC=CC=1.N(C(OCC)=O)=NC(OCC)=O, predict the reaction product. The product is: [O:25]=[C:16]1[C:17]2[C:18](=[CH:21][CH:22]=[CH:23][CH:24]=2)[C:19](=[O:20])[N:15]1[O:1][CH:2]1[CH2:6][CH2:5][N:4]([C:7]([O:9][C:10]([CH3:13])([CH3:12])[CH3:11])=[O:8])[CH2:3]1. (7) Given the reactants Cl[C:2]([O:4][CH2:5][C:6]([Cl:9])([Cl:8])[Cl:7])=[O:3].N1C=CC=CC=1.[CH:16]([O:19][CH:20]([O:35][CH:36]([CH3:38])[CH3:37])[C:21]([CH3:34])([CH3:33])[C:22](=[O:32])[C@H:23]([CH3:31])[C@@H:24]([OH:30])[C@@H:25]([CH3:29])[CH2:26][CH:27]=[CH2:28])([CH3:18])[CH3:17].[Na+].[Cl-], predict the reaction product. The product is: [CH:36]([O:35][CH:20]([O:19][CH:16]([CH3:18])[CH3:17])[C:21]([CH3:33])([CH3:34])[C:22](=[O:32])[C@H:23]([CH3:31])[C@@H:24]([O:30][C:2]([O:4][CH2:5][C:6]([Cl:9])([Cl:8])[Cl:7])=[O:3])[C@@H:25]([CH3:29])[CH2:26][CH:27]=[CH2:28])([CH3:38])[CH3:37].